Dataset: Full USPTO retrosynthesis dataset with 1.9M reactions from patents (1976-2016). Task: Predict the reactants needed to synthesize the given product. (1) Given the product [F:12][C:7]1[C:8]([O:10][CH3:11])=[CH:9][C:3]([O:2][CH3:1])=[C:4]([N:5]=[C:13]=[S:14])[CH:6]=1, predict the reactants needed to synthesize it. The reactants are: [CH3:1][O:2][C:3]1[CH:9]=[C:8]([O:10][CH3:11])[C:7]([F:12])=[CH:6][C:4]=1[NH2:5].[C:13](Cl)(Cl)=[S:14]. (2) Given the product [Br:1][C:2]1[C:10]2[C:5](=[CH:6][N:7]=[C:8]([Cl:11])[CH:9]=2)[N:4]([C:15]([C:14]2[C:18]([C:22]([F:23])([F:24])[F:25])=[CH:19][CH:20]=[CH:21][C:13]=2[Cl:12])=[O:16])[CH:3]=1, predict the reactants needed to synthesize it. The reactants are: [Br:1][C:2]1[C:10]2[C:5](=[CH:6][N:7]=[C:8]([Cl:11])[CH:9]=2)[NH:4][CH:3]=1.[Cl:12][C:13]1[CH:21]=[CH:20][CH:19]=[C:18]([C:22]([F:25])([F:24])[F:23])[C:14]=1[C:15](Cl)=[O:16].[H-].[Na+]. (3) Given the product [N:2]1([O:1][C:13]([N:7]2[CH2:12][CH2:11][O:10][CH2:9][CH2:8]2)=[O:14])[CH:6]=[CH:5][CH:4]=[N:3]1, predict the reactants needed to synthesize it. The reactants are: [OH:1][N:2]1[CH:6]=[CH:5][CH:4]=[N:3]1.[N:7]1([C:13](Cl)=[O:14])[CH2:12][CH2:11][O:10][CH2:9][CH2:8]1. (4) Given the product [Cl:1][C:2]1[C:3]([NH:22][C:23](=[O:31])[CH2:24][CH:25]2[CH2:30][CH2:29][CH2:28][CH2:27][CH2:26]2)=[C:4]2[C:9](=[CH:10][CH:11]=1)[N:8]=[C:7]([N:12]1[CH2:16][CH2:15][C@H:14]([NH:33][CH3:32])[CH2:13]1)[CH:6]=[CH:5]2, predict the reactants needed to synthesize it. The reactants are: [Cl:1][C:2]1[C:3]([NH:22][C:23](=[O:31])[CH2:24][CH:25]2[CH2:30][CH2:29][CH2:28][CH2:27][CH2:26]2)=[C:4]2[C:9](=[CH:10][CH:11]=1)[N:8]=[C:7]([N:12]1[CH2:16][CH2:15][C@@H:14](OS(C)(=O)=O)[CH2:13]1)[CH:6]=[CH:5]2.[CH3:32][NH2:33]. (5) Given the product [F:1][C:2]1[CH:3]=[CH:4][C:5]([O:15][CH2:16][C:17]2[CH:22]=[CH:21][C:20]([F:23])=[CH:19][CH:18]=2)=[C:6]([C:8]2[N:24]([C:25]3[CH:33]=[C:29]([C:28]([CH3:34])=[CH:27][CH:26]=3)[C:30]([OH:32])=[O:31])[C:11]([CH3:12])=[CH:10][CH:9]=2)[CH:7]=1, predict the reactants needed to synthesize it. The reactants are: [F:1][C:2]1[CH:3]=[CH:4][C:5]([O:15][CH2:16][C:17]2[CH:22]=[CH:21][C:20]([F:23])=[CH:19][CH:18]=2)=[C:6]([C:8](=O)[CH2:9][CH2:10][C:11](=O)[CH3:12])[CH:7]=1.[NH2:24][C:25]1[CH:26]=[CH:27][C:28]([CH3:34])=[C:29]([CH:33]=1)[C:30]([OH:32])=[O:31].CC1C=CC(S(O)(=O)=O)=CC=1.Cl. (6) The reactants are: [C:1]([C:5]1[CH:9]=[C:8]([NH:10][C:11](=[O:39])[NH:12][C:13]2[C:22]3[C:17](=[CH:18][CH:19]=[CH:20][CH:21]=3)[C:16]([O:23][C:24]3[CH:29]=[CH:28][N:27]=[C:26]([NH:30][C:31]([N:33]4[CH2:38][CH2:37][O:36][CH2:35][CH2:34]4)=[O:32])[CH:25]=3)=[CH:15][CH:14]=2)[N:7]([C:40]2[CH:45]=[CH:44][C:43]([O:46][Si](C(C)C)(C(C)C)C(C)C)=[C:42]([Cl:57])[CH:41]=2)[N:6]=1)([CH3:4])([CH3:3])[CH3:2].CCCC[N+](CCCC)(CCCC)CCCC.[F-]. Given the product [C:1]([C:5]1[CH:9]=[C:8]([NH:10][C:11](=[O:39])[NH:12][C:13]2[C:22]3[C:17](=[CH:18][CH:19]=[CH:20][CH:21]=3)[C:16]([O:23][C:24]3[CH:29]=[CH:28][N:27]=[C:26]([NH:30][C:31]([N:33]4[CH2:38][CH2:37][O:36][CH2:35][CH2:34]4)=[O:32])[CH:25]=3)=[CH:15][CH:14]=2)[N:7]([C:40]2[CH:45]=[CH:44][C:43]([OH:46])=[C:42]([Cl:57])[CH:41]=2)[N:6]=1)([CH3:4])([CH3:2])[CH3:3], predict the reactants needed to synthesize it. (7) Given the product [NH2:20][C:10]1[N:11]([C:12]2[CH:17]=[CH:16][C:15]([O:18][CH3:19])=[CH:14][CH:13]=2)[C:22](=[O:25])[CH:23]=[CH:24][C:9]=1[C:8](=[O:21])[C:5]1[CH:4]=[CH:3][C:2]([F:1])=[CH:7][CH:6]=1, predict the reactants needed to synthesize it. The reactants are: [F:1][C:2]1[CH:7]=[CH:6][C:5]([C:8](=[O:21])[CH2:9][C:10](=[NH:20])[NH:11][C:12]2[CH:17]=[CH:16][C:15]([O:18][CH3:19])=[CH:14][CH:13]=2)=[CH:4][CH:3]=1.[C:22](OC)(=[O:25])[C:23]#[CH:24].